This data is from Reaction yield outcomes from USPTO patents with 853,638 reactions. The task is: Predict the reaction yield, written as a fraction of the theoretical maximum amount of product (1.0 means a 100% yield; for example, 0.34 means a 34% yield). (1) The reactants are [F:1][C:2]1[CH:7]=[CH:6][C:5]([CH2:8][CH2:9][CH3:10])=[CH:4][C:3]=1[C:11]1[N:16]=[C:15]([C:17]([O:19]C)=[O:18])[CH:14]=[CH:13][CH:12]=1.[OH-].[Li+]. The catalyst is C1COCC1. The product is [F:1][C:2]1[CH:7]=[CH:6][C:5]([CH2:8][CH2:9][CH3:10])=[CH:4][C:3]=1[C:11]1[N:16]=[C:15]([C:17]([OH:19])=[O:18])[CH:14]=[CH:13][CH:12]=1. The yield is 0.350. (2) The reactants are [NH2:1][C:2]1[CH:10]=[C:9]([F:11])[CH:8]=[CH:7][C:3]=1[C:4]([NH2:6])=[O:5].[C:12](OCC)(=O)[C:13]([O:15][CH2:16][CH3:17])=[O:14]. The catalyst is CC(O)=O. The product is [F:11][C:9]1[CH:10]=[C:2]2[C:3]([C:4]([OH:5])=[N:6][C:12]([C:13]([O:15][CH2:16][CH3:17])=[O:14])=[N:1]2)=[CH:7][CH:8]=1. The yield is 0.220.